From a dataset of Merck oncology drug combination screen with 23,052 pairs across 39 cell lines. Regression. Given two drug SMILES strings and cell line genomic features, predict the synergy score measuring deviation from expected non-interaction effect. (1) Drug 1: O=C(CCCCCCC(=O)Nc1ccccc1)NO. Drug 2: Nc1ccn(C2OC(CO)C(O)C2(F)F)c(=O)n1. Cell line: NCIH460. Synergy scores: synergy=-12.0. (2) Drug 1: COc1cccc2c1C(=O)c1c(O)c3c(c(O)c1C2=O)CC(O)(C(=O)CO)CC3OC1CC(N)C(O)C(C)O1. Drug 2: C#Cc1cccc(Nc2ncnc3cc(OCCOC)c(OCCOC)cc23)c1. Cell line: SW620. Synergy scores: synergy=4.87. (3) Drug 1: C=CCn1c(=O)c2cnc(Nc3ccc(N4CCN(C)CC4)cc3)nc2n1-c1cccc(C(C)(C)O)n1. Drug 2: CCc1c2c(nc3ccc(O)cc13)-c1cc3c(c(=O)n1C2)COC(=O)C3(O)CC. Cell line: SKOV3. Synergy scores: synergy=16.2. (4) Drug 1: CCN(CC)CCNC(=O)c1c(C)[nH]c(C=C2C(=O)Nc3ccc(F)cc32)c1C. Drug 2: CC(C)CC(NC(=O)C(Cc1ccccc1)NC(=O)c1cnccn1)B(O)O. Cell line: VCAP. Synergy scores: synergy=5.48. (5) Drug 1: CC(C)CC(NC(=O)C(Cc1ccccc1)NC(=O)c1cnccn1)B(O)O. Drug 2: COC1CC2CCC(C)C(O)(O2)C(=O)C(=O)N2CCCCC2C(=O)OC(C(C)CC2CCC(OP(C)(C)=O)C(OC)C2)CC(=O)C(C)C=C(C)C(O)C(OC)C(=O)C(C)CC(C)C=CC=CC=C1C. Cell line: RKO. Synergy scores: synergy=8.33. (6) Drug 1: O=C(O)C1(Cc2cccc(Nc3nccs3)n2)CCC(Oc2cccc(Cl)c2F)CC1. Drug 2: CC1(c2nc3c(C(N)=O)cccc3[nH]2)CCCN1. Cell line: COLO320DM. Synergy scores: synergy=-15.2.